From a dataset of Forward reaction prediction with 1.9M reactions from USPTO patents (1976-2016). Predict the product of the given reaction. (1) The product is: [NH2:1][C:2]1[N:7]=[C:6]([C:8]2[O:9][CH:10]=[CH:11][CH:12]=2)[C:5]([C:13]#[N:14])=[C:4]([NH:18][CH3:17])[N:3]=1. Given the reactants [NH2:1][C:2]1[N:7]=[C:6]([C:8]2[O:9][CH:10]=[CH:11][CH:12]=2)[C:5]([C:13]#[N:14])=[C:4](SC)[N:3]=1.[CH3:17][NH2:18], predict the reaction product. (2) Given the reactants [OH-].[Na+].[CH:3]1([C:6]2[O:10][N:9]=[C:8]([C:11]([O:13]CC)=[O:12])[CH:7]=2)[CH2:5][CH2:4]1, predict the reaction product. The product is: [CH:3]1([C:6]2[O:10][N:9]=[C:8]([C:11]([OH:13])=[O:12])[CH:7]=2)[CH2:4][CH2:5]1.